Dataset: Forward reaction prediction with 1.9M reactions from USPTO patents (1976-2016). Task: Predict the product of the given reaction. The product is: [CH2:11]([O:13][C:14]([CH:16]1[CH2:21][CH2:20][CH2:19][CH:18]([C:28](=[O:29])[C:27]2[CH:34]=[CH:35][C:24]([Cl:23])=[CH:25][CH:26]=2)[C:17]1=[O:22])=[O:15])[CH3:12]. Given the reactants [Li+].C[Si]([N-][Si](C)(C)C)(C)C.[CH2:11]([O:13][C:14]([CH:16]1[CH2:21][CH2:20][CH2:19][CH2:18][C:17]1=[O:22])=[O:15])[CH3:12].[Cl:23][C:24]1[CH:35]=[CH:34][C:27]([C:28](N(OC)C)=[O:29])=[CH:26][CH:25]=1, predict the reaction product.